Predict the reactants needed to synthesize the given product. From a dataset of Full USPTO retrosynthesis dataset with 1.9M reactions from patents (1976-2016). (1) The reactants are: [CH3:1][O:2][CH:3]([O:17][CH3:18])[CH2:4][C:5]1[CH:10]=[CH:9][CH:8]=[C:7]([N+:11]([O-])=O)[C:6]=1[N+:14]([O-])=O. Given the product [CH3:18][O:17][CH:3]([O:2][CH3:1])[CH2:4][C:5]1[CH:10]=[CH:9][CH:8]=[C:7]([NH2:11])[C:6]=1[NH2:14], predict the reactants needed to synthesize it. (2) Given the product [Cl:1][C:2]1[CH:7]=[C:6]([C:8]#[N:9])[C:5]([CH3:10])=[CH:4][C:3]=1[CH2:11][CH2:12][C:13]([O:15][C:16]([CH3:19])([CH3:18])[CH3:17])=[O:14], predict the reactants needed to synthesize it. The reactants are: [Cl:1][C:2]1[CH:7]=[C:6]([C:8]#[N:9])[C:5]([CH3:10])=[CH:4][C:3]=1[CH:11]=[CH:12][C:13]([O:15][C:16]([CH3:19])([CH3:18])[CH3:17])=[O:14]. (3) Given the product [C:1]([O:5][C:6]([N:8]1[CH2:13][CH2:12][N:11]([CH2:14][C:15]2([OH:28])[CH2:20][CH2:19][N:18]([C:21]3[CH:26]=[CH:25][N:24]=[CH:23][N:22]=3)[CH2:17][CH2:16]2)[C:10](=[O:29])[CH2:9]1)=[O:7])([CH3:4])([CH3:2])[CH3:3], predict the reactants needed to synthesize it. The reactants are: [C:1]([O:5][C:6]([N:8]1[CH2:13][CH2:12][N:11]([CH2:14][C:15]2([OH:28])[CH2:20][CH2:19][N:18]([C:21]3[CH:26]=[C:25](Cl)[N:24]=[CH:23][N:22]=3)[CH2:17][CH2:16]2)[C:10](=[O:29])[CH2:9]1)=[O:7])([CH3:4])([CH3:3])[CH3:2].